This data is from Full USPTO retrosynthesis dataset with 1.9M reactions from patents (1976-2016). The task is: Predict the reactants needed to synthesize the given product. (1) Given the product [C:12]([O:11][C:9]([NH:25][CH2:24][CH2:23][C:22]1[C:26]2[C:19](=[CH:18][C:17]([Cl:16])=[CH:28][CH:27]=2)[NH:20][CH:21]=1)=[O:10])([CH3:13])([CH3:14])[CH3:15], predict the reactants needed to synthesize it. The reactants are: [C:9](O[C:9]([O:11][C:12]([CH3:15])([CH3:14])[CH3:13])=[O:10])([O:11][C:12]([CH3:15])([CH3:14])[CH3:13])=[O:10].[Cl:16][C:17]1[CH:18]=[C:19]2[C:26](=[CH:27][CH:28]=1)[C:22]([CH2:23][CH2:24][NH2:25])=[CH:21][NH:20]2.C([O-])(O)=O.[Na+]. (2) Given the product [C:16]1([CH:22]([C:25]2[CH:26]=[CH:27][CH:28]=[CH:29][CH:30]=2)[CH2:23][NH:15][CH2:14][CH2:13][CH2:12][NH:11][C:2]2[CH:3]=[CH:4][C:5]3[C:10](=[CH:9][CH:8]=[CH:7][CH:6]=3)[N:1]=2)[CH:21]=[CH:20][CH:19]=[CH:18][CH:17]=1, predict the reactants needed to synthesize it. The reactants are: [N:1]1[C:10]2[C:5](=[CH:6][CH:7]=[CH:8][CH:9]=2)[CH:4]=[CH:3][C:2]=1[NH:11][CH2:12][CH2:13][CH2:14][NH2:15].[C:16]1([CH:22]([C:25]2[CH:30]=[CH:29][CH:28]=[CH:27][CH:26]=2)[CH:23]=O)[CH:21]=[CH:20][CH:19]=[CH:18][CH:17]=1.[BH3-]C#N.[Na+]. (3) Given the product [CH2:1]([O:8][C:9]1[CH:10]=[CH:11][C:12]([O:15][CH2:23][CH2:24][CH2:25][Cl:26])=[CH:13][CH:14]=1)[C:2]1[CH:3]=[CH:4][CH:5]=[CH:6][CH:7]=1, predict the reactants needed to synthesize it. The reactants are: [CH2:1]([O:8][C:9]1[CH:14]=[CH:13][C:12]([OH:15])=[CH:11][CH:10]=1)[C:2]1[CH:7]=[CH:6][CH:5]=[CH:4][CH:3]=1.C(=O)([O-])[O-].[K+].[K+].Br[CH2:23][CH2:24][CH2:25][Cl:26]. (4) Given the product [CH:20]1([NH:19][N:16]2[C:17](=[O:18])[C:12]([C:4]3[NH:5][C:6]4[CH:11]=[CH:10][CH:9]=[CH:8][C:7]=4[S:2](=[O:28])(=[O:1])[N:3]=3)=[C:13]([OH:27])[C:14]3[S:26][CH:25]=[CH:24][C:15]2=3)[CH2:21][CH2:22][CH2:36][CH2:35]1, predict the reactants needed to synthesize it. The reactants are: [O:1]=[S:2]1(=[O:28])[C:7]2[CH:8]=[CH:9][CH:10]=[CH:11][C:6]=2[NH:5][C:4]([C:12]2[C:17](=[O:18])[N:16]([N:19]=[CH:20][CH:21](C)[CH3:22])[C:15]3[CH:24]=[CH:25][S:26][C:14]=3[C:13]=2[OH:27])=[N:3]1.CO.[BH4-].[Li+].Cl.O1CC[CH2:36][CH2:35]1. (5) Given the product [F:1][C:2]1[CH:3]=[CH:4][C:5]([CH2:6][N:7]2[CH2:11][CH2:10][CH:9]([N:12]3[CH2:17][CH2:16][CH:15]([C:18]4[CH:23]=[CH:22][C:21]([OH:24])=[CH:20][CH:19]=4)[CH2:14][CH2:13]3)[C:8]2=[O:26])=[CH:27][CH:28]=1, predict the reactants needed to synthesize it. The reactants are: [F:1][C:2]1[CH:28]=[CH:27][C:5]([CH2:6][N:7]2[CH2:11][CH2:10][CH:9]([N:12]3[CH2:17][CH2:16][CH:15]([C:18]4[CH:23]=[CH:22][C:21]([O:24]C)=[CH:20][CH:19]=4)[CH2:14][CH2:13]3)[C:8]2=[O:26])=[CH:4][CH:3]=1.B(Br)(Br)Br. (6) Given the product [Br:11][C:12]1[S:16][C:15]([S:17]([NH:8][C:6]2[C:5]([O:9][CH3:10])=[N:4][CH:3]=[C:2]([Cl:1])[N:7]=2)(=[O:19])=[O:18])=[CH:14][CH:13]=1, predict the reactants needed to synthesize it. The reactants are: [Cl:1][C:2]1[N:7]=[C:6]([NH2:8])[C:5]([O:9][CH3:10])=[N:4][CH:3]=1.[Br:11][C:12]1[S:16][C:15]([S:17](Cl)(=[O:19])=[O:18])=[CH:14][CH:13]=1. (7) Given the product [Cl:1][C:2]1[C:10]2[CH:9]([CH2:11][C:12]([OH:14])=[O:13])[O:8][B:7]([OH:17])[C:6]=2[CH:5]=[C:4]([OH:18])[CH:3]=1, predict the reactants needed to synthesize it. The reactants are: [Cl:1][C:2]1[C:10]2[CH:9]([CH2:11][C:12]([O:14]CC)=[O:13])[O:8][B:7]([OH:17])[C:6]=2[CH:5]=[C:4]([O:18]C(C)C)[CH:3]=1.[Li+].[OH-].Cl. (8) The reactants are: [Cl:1][C:2]1[N:7]=[C:6](Cl)[C:5]([F:9])=[CH:4][N:3]=1.C(N(CC)CC)C.[C:17]([NH2:20])#[C:18][CH3:19].O. Given the product [Cl:1][C:2]1[N:7]=[C:6]([NH:20][CH2:17][C:18]#[CH:19])[C:5]([F:9])=[CH:4][N:3]=1, predict the reactants needed to synthesize it. (9) Given the product [OH:22][C:18]1[CH:17]=[C:16]([C:14]2[N:13]=[C:12]3[C:8]([N:9]=[CH:10][N:11]3[C:23](=[O:26])[CH:24]=[CH2:25])=[C:7]([N:4]3[CH2:3][CH2:2][O:1][CH2:6][CH2:5]3)[N:15]=2)[CH:21]=[CH:20][CH:19]=1, predict the reactants needed to synthesize it. The reactants are: [O:1]1[CH2:6][CH2:5][N:4]([C:7]2[N:15]=[C:14]([C:16]3[CH:17]=[C:18]([OH:22])[CH:19]=[CH:20][CH:21]=3)[N:13]=[C:12]3[C:8]=2[N:9]=[CH:10][NH:11]3)[CH2:3][CH2:2]1.[C:23](Cl)(=[O:26])[CH:24]=[CH2:25]. (10) Given the product [I:1][C:2]1[N:7]=[CH:6][C:5]([NH:8][S:16]([CH3:15])(=[O:18])=[O:17])=[CH:4][CH:3]=1, predict the reactants needed to synthesize it. The reactants are: [I:1][C:2]1[N:7]=[CH:6][C:5]([NH2:8])=[CH:4][CH:3]=1.N1C=CC=CC=1.[CH3:15][S:16](Cl)(=[O:18])=[O:17].C(O)(=O)C.